This data is from Full USPTO retrosynthesis dataset with 1.9M reactions from patents (1976-2016). The task is: Predict the reactants needed to synthesize the given product. Given the product [Br:1][C:2]1[CH:7]=[CH:6][C:5]([C:8]([F:11])([F:10])[F:9])=[CH:4][C:3]=1[C:15]1[CH:14]=[N:13][CH:18]=[CH:17][CH:16]=1, predict the reactants needed to synthesize it. The reactants are: [Br:1][C:2]1[CH:7]=[CH:6][C:5]([C:8]([F:11])([F:10])[F:9])=[CH:4][C:3]=1I.[N:13]1[CH:18]=[CH:17][CH:16]=[C:15](B(O)O)[CH:14]=1.C(=O)([O-])[O-].[K+].[K+].